This data is from Full USPTO retrosynthesis dataset with 1.9M reactions from patents (1976-2016). The task is: Predict the reactants needed to synthesize the given product. (1) Given the product [CH:1]1([N:7]([CH3:26])[C:8]([C:10]2[N:11]([CH3:25])[C:12]([C:15]3[S:23][C:22]4[C:17](=[N:18][CH:19]=[CH:20][C:21]=4[NH:37][C:33]4[CH:34]=[C:35]5[C:30](=[CH:31][CH:32]=4)[NH:29][C:28]([CH3:27])=[CH:36]5)[CH:16]=3)=[CH:13][N:14]=2)=[O:9])[CH2:6][CH2:5][CH2:4][CH2:3][CH2:2]1, predict the reactants needed to synthesize it. The reactants are: [CH:1]1([N:7]([CH3:26])[C:8]([C:10]2[N:11]([CH3:25])[C:12]([C:15]3[S:23][C:22]4[C:17](=[N:18][CH:19]=[CH:20][C:21]=4Cl)[CH:16]=3)=[CH:13][N:14]=2)=[O:9])[CH2:6][CH2:5][CH2:4][CH2:3][CH2:2]1.[CH3:27][C:28]1[NH:29][C:30]2[C:35]([CH:36]=1)=[CH:34][C:33]([NH2:37])=[CH:32][CH:31]=2. (2) The reactants are: [Br:1][CH2:2][C:3]([C:5]1[CH:6]=[C:7]([N:17](C)[C:18](=O)C(F)(F)F)[CH:8]=[C:9]([S:11]([F:16])([F:15])([F:14])([F:13])[F:12])[CH:10]=1)=[O:4].O.S(=O)(=O)(O)O.[OH-].[Na+]. Given the product [Br:1][CH2:2][C:3]([C:5]1[CH:10]=[C:9]([S:11]([F:16])([F:12])([F:13])([F:14])[F:15])[CH:8]=[C:7]([NH:17][CH3:18])[CH:6]=1)=[O:4], predict the reactants needed to synthesize it. (3) Given the product [Br:1][C:2]1[C:3]2[C:4]([S:19][C:20]3[CH:25]=[CH:24][C:23]([Cl:26])=[CH:22][CH:21]=3)=[C:5]3[CH:14]([CH2:15][C:16]([O:18][CH3:46])=[O:17])[CH2:13][CH2:12][N:6]3[C:7]=2[CH:8]=[C:9]([CH:27]=[CH2:28])[CH:10]=1, predict the reactants needed to synthesize it. The reactants are: [Br:1][C:2]1[C:3]2[C:4]([S:19][C:20]3[CH:25]=[CH:24][C:23]([Cl:26])=[CH:22][CH:21]=3)=[C:5]3[CH:14]([CH2:15][C:16]([OH:18])=[O:17])[CH2:13][CH2:12][N:6]3[C:7]=2[CH:8]=[C:9](I)[CH:10]=1.[C:27]1([As](C2C=CC=CC=2)C2C=CC=CC=2)C=CC=C[CH:28]=1.[CH2:46]([Sn](CCCC)(CCCC)C=C)CCC. (4) Given the product [Br:3][C:4]1[CH:9]=[CH:8][C:7]([C:10]2([C:11]#[N:12])[CH2:17][CH2:16][CH2:15][CH2:14]2)=[CH:6][CH:5]=1, predict the reactants needed to synthesize it. The reactants are: [H-].[Na+].[Br:3][C:4]1[CH:9]=[CH:8][C:7]([CH2:10][C:11]#[N:12])=[CH:6][CH:5]=1.Br[CH2:14][CH2:15][CH2:16][CH2:17]Br.Cl. (5) Given the product [Si:1]([O:18][CH2:19][C:20]1[C:25]([S:51]([CH3:34])(=[O:54])=[O:52])=[CH:24][C:23]([NH:28][S:29]([CH3:32])(=[O:31])=[O:30])=[C:22]([I:33])[CH:21]=1)([C:14]([CH3:17])([CH3:15])[CH3:16])([C:2]1[CH:7]=[CH:6][CH:5]=[CH:4][CH:3]=1)[C:8]1[CH:13]=[CH:12][CH:11]=[CH:10][CH:9]=1, predict the reactants needed to synthesize it. The reactants are: [Si:1]([O:18][CH2:19][C:20]1[C:25](SC)=[CH:24][C:23]([NH:28][S:29]([CH3:32])(=[O:31])=[O:30])=[C:22]([I:33])[CH:21]=1)([C:14]([CH3:17])([CH3:16])[CH3:15])([C:8]1[CH:13]=[CH:12][CH:11]=[CH:10][CH:9]=1)[C:2]1[CH:7]=[CH:6][CH:5]=[CH:4][CH:3]=1.[CH:34]1C=C(Cl)C=C(C(OO)=O)C=1.C([O-])(O)=O.[Na+].[O-][S:51]([O-:54])(=S)=[O:52].[Na+].[Na+]. (6) Given the product [Br:20][C:10]1[C:5]2[C:4]([Cl:12])=[N:3][C:2]([Cl:1])=[N:7][C:6]=2[N:8]([CH3:11])[CH:9]=1, predict the reactants needed to synthesize it. The reactants are: [Cl:1][C:2]1[N:3]=[C:4]([Cl:12])[C:5]2[CH:10]=[CH:9][N:8]([CH3:11])[C:6]=2[N:7]=1.C1C(=O)N([Br:20])C(=O)C1. (7) Given the product [C:1]([O:5][C:6]([N:8]1[CH2:13][CH2:12][CH:11]([C:14]2[N:15]([CH2:27][CH2:28][OH:29])[CH:16]=[C:17]([C:19]3[CH:24]=[CH:23][C:22]([F:25])=[C:21]([F:26])[CH:20]=3)[N:18]=2)[CH2:10][CH2:9]1)=[O:7])([CH3:4])([CH3:3])[CH3:2], predict the reactants needed to synthesize it. The reactants are: [C:1]([O:5][C:6]([N:8]1[CH2:13][CH2:12][CH:11]([C:14]2[N:15]([CH2:27][CH2:28][O:29][Si](C(C)(C)C)(C)C)[CH:16]=[C:17]([C:19]3[CH:24]=[CH:23][C:22]([F:25])=[C:21]([F:26])[CH:20]=3)[N:18]=2)[CH2:10][CH2:9]1)=[O:7])([CH3:4])([CH3:3])[CH3:2].[F-].C([N+](CCCC)(CCCC)CCCC)CCC. (8) Given the product [Cl:13][C:14]1[C:23]2[C:18](=[CH:19][C:20]([S:24]([O:12][C:3]3[C:2]([F:1])=[C:7]([F:8])[C:6]([F:9])=[C:5]([F:10])[C:4]=3[F:11])(=[O:26])=[O:25])=[CH:21][CH:22]=2)[CH:17]=[CH:16][N:15]=1, predict the reactants needed to synthesize it. The reactants are: [F:1][C:2]1[C:7]([F:8])=[C:6]([F:9])[C:5]([F:10])=[C:4]([F:11])[C:3]=1[OH:12].[Cl:13][C:14]1[C:23]2[C:18](=[CH:19][C:20]([S:24](Cl)(=[O:26])=[O:25])=[CH:21][CH:22]=2)[CH:17]=[CH:16][N:15]=1.C(N(CC)CC)C. (9) Given the product [CH3:18][C:3]1[C:2]([CH3:1])=[C:6]([NH:7][S:8]([C:11]2[CH:16]=[CH:15][C:14]([NH:17][C:19](=[O:25])[CH2:20][CH2:21][C:22]([OH:24])=[O:23])=[CH:13][CH:12]=2)(=[O:10])=[O:9])[O:5][N:4]=1, predict the reactants needed to synthesize it. The reactants are: [CH3:1][C:2]1[C:3]([CH3:18])=[N:4][O:5][C:6]=1[NH:7][S:8]([C:11]1[CH:12]=[CH:13][C:14]([NH2:17])=[CH:15][CH:16]=1)(=[O:10])=[O:9].[C:19]1(=[O:25])[O:24][C:22](=[O:23])[CH2:21][CH2:20]1.